This data is from CYP2C19 inhibition data for predicting drug metabolism from PubChem BioAssay. The task is: Regression/Classification. Given a drug SMILES string, predict its absorption, distribution, metabolism, or excretion properties. Task type varies by dataset: regression for continuous measurements (e.g., permeability, clearance, half-life) or binary classification for categorical outcomes (e.g., BBB penetration, CYP inhibition). Dataset: cyp2c19_veith. (1) The drug is O=C(c1csnn1)N1CCC[C@@]2(CCN(Cc3ccncc3)C2)C1. The result is 1 (inhibitor). (2) The drug is Cc1ccccc1NC(=O)C(C)c1cccc(C(=O)c2ccccc2)c1. The result is 1 (inhibitor). (3) The molecule is COc1cnc(-c2ccccn2)nc1Oc1ccc(Cl)c2ccccc12. The result is 1 (inhibitor). (4) The molecule is COc1ccc(-c2nc3c([nH]2)c(=O)n(C)c(=O)n3C)c(OC)c1. The result is 0 (non-inhibitor). (5) The drug is Brc1ccc(CSc2nccn2-c2ccccc2)cc1. The result is 1 (inhibitor). (6) The molecule is COCC(=O)N1CCC2(CCN(Cc3nccs3)CC2)CC1. The result is 0 (non-inhibitor).